From a dataset of Catalyst prediction with 721,799 reactions and 888 catalyst types from USPTO. Predict which catalyst facilitates the given reaction. (1) Reactant: CO[CH:3](OC)[CH2:4][CH:5](OC)OC.[CH3:12][NH:13][C:14]([NH:16][CH3:17])=[O:15].[S:18](=[O:22])(=[O:21])([OH:20])[OH:19]. The catalyst class is: 5. Product: [S:18]([O-:22])([O-:21])(=[O:20])=[O:19].[CH3:12][N+:13]1[C:14](=[O:15])[N:16]([CH3:17])[CH:5]=[CH:4][CH:3]=1.[CH3:12][N+:13]1[C:14](=[O:15])[N:16]([CH3:17])[CH:5]=[CH:4][CH:3]=1. (2) Reactant: [N+:1]([C:4]1[CH:5]=[C:6]([CH:10]=[CH:11][CH:12]=1)[C:7](Cl)=[O:8])([O-])=O.C(NC(C)C)(C)C.[N:20]1([CH2:25][CH2:26][NH2:27])[CH2:24][CH2:23][CH2:22][CH2:21]1. Product: [NH2:1][C:4]1[CH:5]=[C:6]([CH:10]=[CH:11][CH:12]=1)[C:7]([NH:27][CH2:26][CH2:25][N:20]1[CH2:24][CH2:23][CH2:22][CH2:21]1)=[O:8]. The catalyst class is: 4. (3) Reactant: [Br:1][C:2]1[CH:3]=[CH:4][C:5]2[N:9]=[C:8](C(Cl)(Cl)Cl)[N:7]([C:14]3[CH:19]=[CH:18][N:17]=[C:16]([NH2:20])[N:15]=3)[C:6]=2[CH:21]=1.C(=O)([O-])[O-].[Cs+].[Cs+].[CH2:28]([OH:33])[CH:29]([OH:32])[CH2:30][OH:31]. Product: [NH2:20][C:16]1[N:15]=[C:14]([N:7]2[C:6]3[CH:21]=[C:2]([Br:1])[CH:3]=[CH:4][C:5]=3[N:9]=[C:8]2[O:33][CH2:28][CH:29]([OH:32])[CH2:30][OH:31])[CH:19]=[CH:18][N:17]=1. The catalyst class is: 9. (4) Reactant: [C:1]1([N:7]([CH2:12][C@H:13]2[CH2:18][NH:17][CH2:16][CH2:15][NH:14]2)[S:8]([CH3:11])(=[O:10])=[O:9])[CH:6]=[CH:5][CH:4]=[CH:3][CH:2]=1.C(N(CC)CC)C.[CH3:26][C:27]([O:30][C:31](O[C:31]([O:30][C:27]([CH3:29])([CH3:28])[CH3:26])=[O:32])=[O:32])([CH3:29])[CH3:28]. Product: [CH3:11][S:8]([N:7]([CH2:12][C@@H:13]1[NH:14][CH2:15][CH2:16][N:17]([C:31]([O:30][C:27]([CH3:29])([CH3:28])[CH3:26])=[O:32])[CH2:18]1)[C:1]1[CH:2]=[CH:3][CH:4]=[CH:5][CH:6]=1)(=[O:10])=[O:9]. The catalyst class is: 2. (5) Reactant: [C:1]1(=[O:7])[O:6][C:4](=[O:5])[CH:3]=[CH:2]1.[O:8]1[CH:12]=[CH:11][CH:10]=[CH:9]1. Product: [CH:9]12[O:8][CH:12]([CH:11]=[CH:10]1)[CH:3]1[CH:2]2[C:1](=[O:7])[O:6][C:4]1=[O:5]. The catalyst class is: 11.